The task is: Predict the product of the given reaction.. This data is from Forward reaction prediction with 1.9M reactions from USPTO patents (1976-2016). (1) Given the reactants [Cl:1][C:2]1[CH:10]=[C:9]2[C:5]([C:6]([C:11]([N:13]3[CH2:18][CH2:17][CH:16]([N:19]4[C:27]5[C:22](=[CH:23][CH:24]=[CH:25][CH:26]=5)[CH2:21][C:20]4=[O:28])[CH2:15][CH2:14]3)=[O:12])=[CH:7][NH:8]2)=[CH:4][CH:3]=1.[H-].[Na+].C(OC([N:38]1[CH2:42][CH2:41]OS1(=O)=O)=O)(C)(C)C.C(N(CC)CC)C.Cl.O1CCOCC1, predict the reaction product. The product is: [NH2:38][CH2:42][CH2:41][N:8]1[C:9]2[C:5](=[CH:4][CH:3]=[C:2]([Cl:1])[CH:10]=2)[C:6]([C:11]([N:13]2[CH2:18][CH2:17][CH:16]([N:19]3[C:27]4[C:22](=[CH:23][CH:24]=[CH:25][CH:26]=4)[CH2:21][C:20]3=[O:28])[CH2:15][CH2:14]2)=[O:12])=[CH:7]1. (2) Given the reactants [Cl:1][C:2]1[CH:3]=[CH:4][C:5]([C:33]#[N:34])=[C:6]([C:8]2[CH:13]=[CH:12][N:11]([CH:14]([CH3:31])[C:15]([NH:17][C:18]3[CH:30]=[CH:29][C:21]([C:22]([O:24]C(C)(C)C)=[O:23])=[CH:20][CH:19]=3)=[O:16])[C:10](=[O:32])[CH:9]=2)[CH:7]=1.C(O)(C(F)(F)F)=O, predict the reaction product. The product is: [Cl:1][C:2]1[CH:3]=[CH:4][C:5]([C:33]#[N:34])=[C:6]([C:8]2[CH:13]=[CH:12][N:11]([CH:14]([CH3:31])[C:15]([NH:17][C:18]3[CH:30]=[CH:29][C:21]([C:22]([OH:24])=[O:23])=[CH:20][CH:19]=3)=[O:16])[C:10](=[O:32])[CH:9]=2)[CH:7]=1. (3) Given the reactants [NH2:1][CH:2]1[CH2:5][N:4]([C:6]([C:8]2[CH:9]=[C:10]([CH:23]=[CH:24][C:25]=2[F:26])[CH2:11][C:12]2[C:21]3[C:16](=[CH:17][CH:18]=[CH:19][CH:20]=3)[C:15](=[O:22])[NH:14][N:13]=2)=[O:7])[CH2:3]1.[CH:27]1([CH2:30][CH:31]=O)[CH2:29][CH2:28]1.C(O[BH-](OC(=O)C)OC(=O)C)(=O)C.[Na+], predict the reaction product. The product is: [CH:27]1([CH2:30][CH2:31][NH:1][CH:2]2[CH2:3][N:4]([C:6]([C:8]3[CH:9]=[C:10]([CH:23]=[CH:24][C:25]=3[F:26])[CH2:11][C:12]3[C:21]4[C:16](=[CH:17][CH:18]=[CH:19][CH:20]=4)[C:15](=[O:22])[NH:14][N:13]=3)=[O:7])[CH2:5]2)[CH2:29][CH2:28]1. (4) Given the reactants Cl.[C:2]1([CH3:10])[CH:7]=[CH:6][C:5]([NH:8][NH2:9])=[CH:4][CH:3]=1.C(N(CC)CC)C.[C:18]([NH:22][C:23](=[O:27])[CH2:24][CH2:25]Cl)([CH3:21])([CH3:20])[CH3:19], predict the reaction product. The product is: [C:2]1([CH3:10])[CH:7]=[CH:6][C:5]([N:8]([CH2:25][CH2:24][C:23]([NH:22][C:18]([CH3:21])([CH3:20])[CH3:19])=[O:27])[NH2:9])=[CH:4][CH:3]=1. (5) Given the reactants Cl[C:2]1[CH:7]=[CH:6][C:5]([Cl:8])=[CH:4][C:3]=1[N+:9]([O-])=O.[NH:12]1[CH2:17][CH2:16][CH:15]([CH2:18][CH2:19][OH:20])[CH2:14][CH2:13]1.Cl.[Cl:22][C:23]1[CH:24]=[C:25]([CH:29]=[CH:30][CH:31]=1)[C:26](Cl)=[O:27], predict the reaction product. The product is: [Cl:22][C:23]1[CH:24]=[C:25]([CH:29]=[CH:30][CH:31]=1)[C:26]([NH:9][C:3]1[CH:4]=[C:5]([Cl:8])[CH:6]=[CH:7][C:2]=1[N:12]1[CH2:17][CH2:16][CH:15]([CH2:18][CH2:19][OH:20])[CH2:14][CH2:13]1)=[O:27]. (6) The product is: [Cl:1][C:2]1[CH:7]=[C:6]([C:10]2[S:9][CH:13]=[CH:12][CH:11]=2)[N:5]=[CH:4][N:3]=1. Given the reactants [Cl:1][C:2]1[CH:7]=[C:6](Cl)[N:5]=[CH:4][N:3]=1.[S:9]1[CH:13]=[CH:12][CH:11]=[C:10]1B(O)O.C1C=CC(P(C2C=CC=CC=2)C2C=CC=CC=2)=CC=1.C([O-])([O-])=O.[Na+].[Na+], predict the reaction product. (7) Given the reactants [C:1]([S:5]([C:8]1[CH:23]=[CH:22][C:21]([N+:24]([O-])=O)=[CH:20][C:9]=1[CH2:10][N:11]([CH3:19])[C:12](=[O:18])[O:13][C:14]([CH3:17])([CH3:16])[CH3:15])(=[O:7])=[O:6])([CH3:4])([CH3:3])[CH3:2], predict the reaction product. The product is: [NH2:24][C:21]1[CH:22]=[CH:23][C:8]([S:5]([C:1]([CH3:4])([CH3:3])[CH3:2])(=[O:7])=[O:6])=[C:9]([CH:20]=1)[CH2:10][N:11]([CH3:19])[C:12](=[O:18])[O:13][C:14]([CH3:15])([CH3:16])[CH3:17]. (8) Given the reactants C(O[C:4](=[O:21])[CH2:5][C:6]([CH:8]1[CH2:13][CH2:12][N:11]([C:14]([O:16][C:17]([CH3:20])([CH3:19])[CH3:18])=[O:15])[CH2:10][CH2:9]1)=O)C.[F:22][C:23]1[CH:24]=[CH:25][CH:26]=[C:27]2[C:31]=1[NH:30][N:29]=[C:28]2[NH2:32].P([O-])([O-])([O-])=O.[K+].[K+].[K+], predict the reaction product. The product is: [F:22][C:23]1[C:31]2[C:27](=[C:28]3[NH:32][C:4](=[O:21])[CH:5]=[C:6]([CH:8]4[CH2:9][CH2:10][N:11]([C:14]([O:16][C:17]([CH3:18])([CH3:19])[CH3:20])=[O:15])[CH2:12][CH2:13]4)[N:29]3[N:30]=2)[CH:26]=[CH:25][CH:24]=1.